From a dataset of Catalyst prediction with 721,799 reactions and 888 catalyst types from USPTO. Predict which catalyst facilitates the given reaction. Reactant: Br[C:2]1[N:7]=[C:6]2[N:8]([CH2:11][C:12]3[CH:13]=[CH:14][C:15]4[O:19][CH2:18][CH2:17][C:16]=4[CH:20]=3)[N:9]=[N:10][C:5]2=[N:4][CH:3]=1.[CH3:21][N:22]1[CH:26]=[C:25](B2OC(C)(C)C(C)(C)O2)[CH:24]=[N:23]1.C(=O)([O-])[O-].[Na+].[Na+].N#N. Product: [O:19]1[C:15]2[CH:14]=[CH:13][C:12]([CH2:11][N:8]3[C:6]4=[N:7][C:2]([C:25]5[CH:24]=[N:23][N:22]([CH3:21])[CH:26]=5)=[CH:3][N:4]=[C:5]4[N:10]=[N:9]3)=[CH:20][C:16]=2[CH2:17][CH2:18]1. The catalyst class is: 600.